This data is from Full USPTO retrosynthesis dataset with 1.9M reactions from patents (1976-2016). The task is: Predict the reactants needed to synthesize the given product. (1) Given the product [CH:1]1([N:4]2[C:13]([C:14]#[N:15])=[C:12]([C:16]3[CH:21]=[CH:20][CH:19]=[C:18]([F:22])[CH:17]=3)[C:11]3[C:6](=[CH:7][CH:8]=[C:9]([O:23][CH2:39][C:40]([F:43])([F:42])[F:41])[CH:10]=3)[C:5]2=[O:24])[CH2:2][CH2:3]1, predict the reactants needed to synthesize it. The reactants are: [CH:1]1([N:4]2[C:13]([C:14]#[N:15])=[C:12]([C:16]3[CH:21]=[CH:20][CH:19]=[C:18]([F:22])[CH:17]=3)[C:11]3[C:6](=[CH:7][CH:8]=[C:9]([OH:23])[CH:10]=3)[C:5]2=[O:24])[CH2:3][CH2:2]1.C([O-])([O-])=O.[K+].[K+].O([CH2:39][C:40]([F:43])([F:42])[F:41])S(C(F)(F)F)(=O)=O.C([O-])(O)=O.[Na+]. (2) Given the product [CH3:1][C:2]1[NH:6][C:5]2[CH:7]=[C:8]([C:11]3[CH:12]=[CH:13][C:14]4[O:20][CH2:19][CH2:18][N:17]([C:21]([N:23]5[CH2:28][CH2:27][CH2:26][CH2:25][C@H:24]5[C:29]5[CH:34]=[CH:33][CH:32]=[CH:31][CH:30]=5)=[O:22])[CH2:16][C:15]=4[CH:35]=3)[CH:9]=[CH:10][C:4]=2[N:3]=1, predict the reactants needed to synthesize it. The reactants are: [CH3:1][C:2]1[NH:6][C:5]2[CH:7]=[C:8]([C:11]3[CH:12]=[CH:13][C:14]4[O:20][CH2:19][CH2:18][N:17]([C:21]([N:23]5[CH2:28][CH2:27][CH2:26][CH2:25][CH:24]5[C:29]5[CH:34]=[CH:33][CH:32]=[CH:31][CH:30]=5)=[O:22])[CH2:16][C:15]=4[CH:35]=3)[CH:9]=[CH:10][C:4]=2[N:3]=1. (3) The reactants are: Br[CH2:2][C:3]1[N:4]([CH3:28])[C:5]2[C:10]([N:11]=1)=[C:9]([N:12]1[CH2:17][CH2:16][O:15][CH2:14][CH2:13]1)[N:8]=[C:7]([N:18]1[C:22]3[CH:23]=[CH:24][CH:25]=[CH:26][C:21]=3[N:20]=[C:19]1[CH3:27])[N:6]=2.[O:29]1[CH2:34][CH2:33][CH:32]([NH2:35])[CH2:31][CH2:30]1. Given the product [CH3:28][N:4]1[C:3]([CH2:2][NH:35][CH:32]2[CH2:33][CH2:34][O:29][CH2:30][CH2:31]2)=[N:11][C:10]2[C:5]1=[N:6][C:7]([N:18]1[C:22]3[CH:23]=[CH:24][CH:25]=[CH:26][C:21]=3[N:20]=[C:19]1[CH3:27])=[N:8][C:9]=2[N:12]1[CH2:17][CH2:16][O:15][CH2:14][CH2:13]1, predict the reactants needed to synthesize it. (4) Given the product [CH3:21][CH2:22][NH:17][C:5]1[C:4]([NH2:3])=[CH:9][C:8]([N:10]2[CH2:11][CH2:12][N:13]([CH3:16])[CH2:14][CH2:15]2)=[CH:7][CH:6]=1, predict the reactants needed to synthesize it. The reactants are: C([NH:3][C:4]1[CH:9]=[C:8]([N:10]2[CH2:15][CH2:14][N:13]([CH3:16])[CH2:12][CH2:11]2)[CH:7]=[CH:6][C:5]=1[N+:17]([O-])=O)C.N[C:21]1C=CC(N2CCN(C(OC(C)(C)C)=O)CC2)=C[C:22]=1NCC. (5) Given the product [Cl:9][C:10]1[N:18]=[C:17]2[C:13]([N:14]=[CH:15][NH:16]2)=[C:12]([O:7][CH:1]2[CH2:6][CH2:5][CH2:4][CH2:3][CH2:2]2)[N:11]=1, predict the reactants needed to synthesize it. The reactants are: [CH:1]1([OH:7])[CH2:6][CH2:5][CH2:4][CH2:3][CH2:2]1.[Na].[Cl:9][C:10]1[N:18]=[C:17]2[C:13]([NH:14][CH:15]=[N:16]2)=[C:12](Cl)[N:11]=1. (6) Given the product [C:2]1(=[O:15])[C:3]2=[C:12]3[C:7](=[CH:6][CH:5]=[CH:4]2)[CH:8]=[CH:9][CH:10]=[C:11]3[CH2:1]1, predict the reactants needed to synthesize it. The reactants are: [CH2:1]1[C:11]2=[C:12]3[C:7](=[CH:8][CH:9]=[CH:10]2)[CH:6]=[CH:5][CH:4]=[C:3]3[CH2:2]1.C(O)(=[O:15])C. (7) Given the product [NH:33]1[C:34]2[C:30](=[C:29]([C:2]3[N:3]=[C:4]([N:15]4[CH2:20][CH2:19][O:18][CH2:17][CH2:16]4)[C:5]4[S:10][C:9]([NH:11][C:12](=[O:14])[CH3:13])=[CH:8][C:6]=4[N:7]=3)[CH:37]=[CH:36][CH:35]=2)[CH:31]=[N:32]1, predict the reactants needed to synthesize it. The reactants are: Cl[C:2]1[N:3]=[C:4]([N:15]2[CH2:20][CH2:19][O:18][CH2:17][CH2:16]2)[C:5]2[S:10][C:9]([NH:11][C:12](=[O:14])[CH3:13])=[CH:8][C:6]=2[N:7]=1.CC1(C)C(C)(C)OB([C:29]2[CH:37]=[CH:36][CH:35]=[C:34]3[C:30]=2[CH:31]=[N:32][NH:33]3)O1. (8) Given the product [Si:50]([O:67][CH2:68][CH2:69][N:70]([CH2:100][CH3:101])[CH2:71][CH2:72][C@@H:73]([NH:82][C:83]1[CH:88]=[CH:87][C:86]([S:89]([NH:92][C:25](=[O:26])[C:24]2[CH:28]=[CH:29][C:21]([N:18]3[CH2:19][CH2:20][CH:15]([C@H:14]([C:9]4[CH:10]=[CH:11][CH:12]=[CH:13][C:8]=4[C:5]4[CH:6]=[CH:7][C:2]([Cl:1])=[CH:3][CH:4]=4)[NH:30][S@:31]([C:33]([CH3:36])([CH3:35])[CH3:34])=[O:32])[CH2:16][CH2:17]3)=[CH:22][CH:23]=2)(=[O:90])=[O:91])=[CH:85][C:84]=1[S:93]([C:96]([F:98])([F:99])[F:97])(=[O:94])=[O:95])[CH2:74][S:75][C:76]1[CH:81]=[CH:80][CH:79]=[CH:78][CH:77]=1)([C:63]([CH3:64])([CH3:66])[CH3:65])([C:51]1[CH:52]=[CH:53][CH:54]=[CH:55][CH:56]=1)[C:57]1[CH:62]=[CH:61][CH:60]=[CH:59][CH:58]=1, predict the reactants needed to synthesize it. The reactants are: [Cl:1][C:2]1[CH:7]=[CH:6][C:5]([C:8]2[CH:13]=[CH:12][CH:11]=[CH:10][C:9]=2[C@H:14]([NH:30][S@:31]([C:33]([CH3:36])([CH3:35])[CH3:34])=[O:32])[CH:15]2[CH2:20][CH2:19][N:18]([C:21]3[CH:29]=[CH:28][C:24]([C:25](O)=[O:26])=[CH:23][CH:22]=3)[CH2:17][CH2:16]2)=[CH:4][CH:3]=1.C(Cl)CCl.CCN(C(C)C)C(C)C.[Si:50]([O:67][CH2:68][CH2:69][N:70]([CH2:100][CH3:101])[CH2:71][CH2:72][C@@H:73]([NH:82][C:83]1[CH:88]=[CH:87][C:86]([S:89]([NH2:92])(=[O:91])=[O:90])=[CH:85][C:84]=1[S:93]([C:96]([F:99])([F:98])[F:97])(=[O:95])=[O:94])[CH2:74][S:75][C:76]1[CH:81]=[CH:80][CH:79]=[CH:78][CH:77]=1)([C:63]([CH3:66])([CH3:65])[CH3:64])([C:57]1[CH:62]=[CH:61][CH:60]=[CH:59][CH:58]=1)[C:51]1[CH:56]=[CH:55][CH:54]=[CH:53][CH:52]=1.